From a dataset of Ames mutagenicity test results for genotoxicity prediction. Regression/Classification. Given a drug SMILES string, predict its toxicity properties. Task type varies by dataset: regression for continuous values (e.g., LD50, hERG inhibition percentage) or binary classification for toxic/non-toxic outcomes (e.g., AMES mutagenicity, cardiotoxicity, hepatotoxicity). Dataset: ames. The drug is Cn1c(N=[N+]=[N-])nc2ccc3ccccc3c21. The result is 1 (mutagenic).